Dataset: Antibody developability classification from SAbDab with 2,409 antibodies. Task: Regression/Classification. Given an antibody's heavy chain and light chain sequences, predict its developability. TAP uses regression for 5 developability metrics; SAbDab uses binary classification. (1) The antibody is ['EVKLVESEGGLVQPGSSMKLSCTASGFTFSDYYMAWVRQVPEKGLEWVANINYDGSSTYYLDSLKGRFIISRDIAKNILYLQMSSLRCEDTATYYCARLTNGYLDVWGAGTTVTVSS', 'DVVMTQTPLSLPVSLGDQASISCRSSQSLVHSNGNTYLHWYLQKPGQSPNLLIYKVSNRFSGVPDRFSGSGSGTDFTLKISRVEAEDLGVYFCSQSTHVPTFGGGTKLEIK']. Result: 0 (not developable). (2) The antibody is ['EVQLVESGGGVVQPGRSLRLSCSTSGFTFSDYYMYWVRQAPGKGLEWVAYMSNVGAITDYPDTVKGRFTISRDNSKNTLFLQMDSLRPEDTGVYFCARGTRDGSWFAYWGQGTPVTVSS', 'DIQMTQSPSSLSASVGDRVTITCRSSQRIVHSNGNTYLEWYQQTPGKAPKLLIYKVSNRFSGVPSRFSGSGSGTDFTFTISSLQPEDIATYYCFQGSHVPFTFGQGTKLQIT']. Result: 0 (not developable). (3) The antibody is ['1rzk', 'DIVMTQSPATLSVSPGERATLSCRASESVSSDLAWYQQKPGQAPRLLIYGASTRATGVPARFSGSGSGAEFTLTISSLQSEDFAVYYCQQYNNWPPRYTFGQGTRLEIK']. Result: 0 (not developable). (4) The antibody is ['QVQLLQPGAELVKPGASVKLSCKASGYTFTSYWMYWVKQRPGQGLEWIGEIDPSDSYTNYNQNFKGKATLTVDKSSSTAFMQLSSLTSQDSAVYFCARSPHYYGTTYNYPMDYWGQGTSVTVSS', 'DIVMTQSPSSLAMSVGQKVTLSCKSSQSLLNTSNQKNYLAWYQQKPGQSPKLLVYFASTRESGVPDRFIGSGSGTDFTLTISSVQAEDLSDFFCQQHYSTPYTFGGGTKLEIK']. Result: 0 (not developable). (5) The antibody is ['QVQLMQSGAQLRDPGDSLKISCKASGYNFIDYHIHWVRLAPGRGLEWMGWIDPVGGITKYAGQFQGRLSLTRDTSTNTLFLELSRLTAGDTAVYFCARSMRPVDHGIDYSGLFVFHFWGRGSDVLVSS', 'QSVLTQPASVSASPGQSITVSCTGSRNDVGGYDFVSWYQRHPGGVPKLIIYEISKRPSGIPQRFSGSRSGNTASLTISGLQDDDEADYYCCSYASYDRLIFGGGTRVSVL']. Result: 1 (developable).